From a dataset of Catalyst prediction with 721,799 reactions and 888 catalyst types from USPTO. Predict which catalyst facilitates the given reaction. (1) Reactant: [H-].[Na+].[Br:3][C:4]1[N:5]=[C:6]([C:10]2([CH3:13])[CH2:12][CH2:11]2)[NH:7][C:8]=1[Br:9].[CH3:14][Si:15]([CH2:18][CH2:19][O:20][CH2:21]Cl)([CH3:17])[CH3:16]. Product: [Br:9][C:8]1[N:7]=[C:6]([C:10]2([CH3:13])[CH2:12][CH2:11]2)[N:5]([CH2:21][O:20][CH2:19][CH2:18][Si:15]([CH3:17])([CH3:16])[CH3:14])[C:4]=1[Br:3]. The catalyst class is: 1. (2) Reactant: [CH3:1][CH:2]1[CH2:7][CH2:6][N:5]([C:8]([O:10][C:11]([CH3:14])([CH3:13])[CH3:12])=[O:9])[CH2:4][CH:3]1[N:15]1[C:19]2=[C:20]3[CH:26]=[CH:25][N:24]([CH2:27][O:28][CH2:29][CH2:30][Si:31]([CH3:34])([CH3:33])[CH3:32])[C:21]3=[N:22][CH:23]=[C:18]2[CH:17]=[CH:16]1.[Br:35]N1C(=O)CCC1=O.C(=O)([O-])O.[Na+]. Product: [CH3:1][C@@H:2]1[CH2:7][CH2:6][N:5]([C:8]([O:10][C:11]([CH3:14])([CH3:13])[CH3:12])=[O:9])[CH2:4][C@@H:3]1[N:15]1[C:19]2=[C:20]3[C:26]([Br:35])=[CH:25][N:24]([CH2:27][O:28][CH2:29][CH2:30][Si:31]([CH3:34])([CH3:32])[CH3:33])[C:21]3=[N:22][CH:23]=[C:18]2[CH:17]=[CH:16]1. The catalyst class is: 2. (3) Reactant: [CH:1]1([NH:4][C:5]([NH:7][C:8]2[CH:13]=[CH:12][C:11]([O:14][C:15]3[CH:20]=[CH:19][N:18]=[C:17]4[CH:21]=[C:22]([C:24]5[CH:29]=[CH:28][C:27](C=O)=[CH:26][N:25]=5)[S:23][C:16]=34)=[C:10]([F:32])[CH:9]=2)=[O:6])[CH2:3][CH2:2]1.[OH:33][CH:34]1[CH2:39][CH2:38][NH:37][CH2:36][CH2:35]1.[C:40](O)(=O)C.[BH-](OC(C)=O)(OC(C)=O)OC(C)=O.[Na+]. Product: [CH:1]1([NH:4][C:5]([NH:7][C:8]2[CH:13]=[CH:12][C:11]([O:14][C:15]3[CH:20]=[CH:19][N:18]=[C:17]4[CH:21]=[C:22]([C:24]5[CH:29]=[CH:28][C:27]([CH2:40][N:37]6[CH2:38][CH2:39][CH:34]([OH:33])[CH2:35][CH2:36]6)=[CH:26][N:25]=5)[S:23][C:16]=34)=[C:10]([F:32])[CH:9]=2)=[O:6])[CH2:2][CH2:3]1. The catalyst class is: 59. (4) Reactant: [Si:1]([O:18][CH:19]1[CH2:22][N:21]([C:23]2[O:24][CH:25]=[C:26]([C:28](OC)=[O:29])[N:27]=2)[CH2:20]1)([C:14]([CH3:17])([CH3:16])[CH3:15])([C:8]1[CH:13]=[CH:12][CH:11]=[CH:10][CH:9]=1)[C:2]1[CH:7]=[CH:6][CH:5]=[CH:4][CH:3]=1.[H-].[Al+3].[Li+].[H-].[H-].[H-].O.O.O.O.O.O.O.O.O.O.S([O-])([O-])(=O)=O.[Mg+2].C(OCC)(=O)C. Product: [Si:1]([O:18][CH:19]1[CH2:22][N:21]([C:23]2[O:24][CH:25]=[C:26]([CH2:28][OH:29])[N:27]=2)[CH2:20]1)([C:14]([CH3:17])([CH3:16])[CH3:15])([C:2]1[CH:3]=[CH:4][CH:5]=[CH:6][CH:7]=1)[C:8]1[CH:13]=[CH:12][CH:11]=[CH:10][CH:9]=1. The catalyst class is: 7. (5) Reactant: [Br:1][C:2]1[CH:7]=[CH:6][C:5]([CH2:8]O)=[CH:4][C:3]=1[O:10][CH3:11].C(N(CC)C(C)C)(C)C.CS([Cl:25])(=O)=O.C(=O)(O)[O-].[Na+]. Product: [Br:1][C:2]1[CH:7]=[CH:6][C:5]([CH2:8][Cl:25])=[CH:4][C:3]=1[O:10][CH3:11]. The catalyst class is: 2.